Dataset: Reaction yield outcomes from USPTO patents with 853,638 reactions. Task: Predict the reaction yield, written as a fraction of the theoretical maximum amount of product (1.0 means a 100% yield; for example, 0.34 means a 34% yield). (1) The reactants are F[C:2]1[C:11]2[C:6](=[CH:7][CH:8]=[CH:9][CH:10]=2)[C:5]([S:12]([N:15]2[C:24]3[C:19](=[CH:20][CH:21]=[CH:22][CH:23]=3)[CH2:18][CH2:17][CH2:16]2)(=[O:14])=[O:13])=[CH:4][CH:3]=1.FC1C2C(=CC=CC=2)C(S([Cl:39])(=O)=O)=CC=1.[NH:40]1[C:49]2[C:44](=CC=CC=2)C[CH2:42][CH2:41]1.[N:50]1C=CC=CC=1. The catalyst is C(Cl)Cl. The product is [ClH:39].[N:15]1([S:12]([C:5]2[C:6]3[C:11](=[CH:10][CH:9]=[CH:8][CH:7]=3)[C:2]([N:40]3[CH2:41][CH2:42][NH:50][CH2:44][CH2:49]3)=[CH:3][CH:4]=2)(=[O:14])=[O:13])[C:24]2[C:19](=[CH:20][CH:21]=[CH:22][CH:23]=2)[CH2:18][CH2:17][CH2:16]1. The yield is 1.00. (2) The reactants are [Cl:1][C:2]1[C:3]([O:29][CH2:30][CH2:31][CH3:32])=[C:4]([CH:26]=[CH:27][CH:28]=1)[CH2:5][N:6]([CH3:25])[C:7](=[O:24])/[CH:8]=[CH:9]/[C:10]1[CH:23]=[N:22][C:13]2[NH:14][C:15](=[O:21])[C:16]([CH3:20])([CH3:19])[NH:17][CH2:18][C:12]=2[CH:11]=1.Cl. The catalyst is C(Cl)Cl.C(OCC)C. The product is [ClH:1].[Cl:1][C:2]1[C:3]([O:29][CH2:30][CH2:31][CH3:32])=[C:4]([CH:26]=[CH:27][CH:28]=1)[CH2:5][N:6]([CH3:25])[C:7](=[O:24])/[CH:8]=[CH:9]/[C:10]1[CH:23]=[N:22][C:13]2[NH:14][C:15](=[O:21])[C:16]([CH3:19])([CH3:20])[NH:17][CH2:18][C:12]=2[CH:11]=1. The yield is 0.790. (3) The reactants are C(N1C=CN=C1)(N1C=CN=C1)=O.[CH3:13][O:14][C:15]1[CH:20]=[CH:19][C:18]([C:21]2[CH:26]=[CH:25][N:24]=[C:23]([C:27](O)=[O:28])[N:22]=2)=[C:17]([CH3:30])[C:16]=1[CH:31]1[C:44]2[C:43](=[O:45])[CH2:42][C:41]([CH3:47])([CH3:46])[CH2:40][C:39]=2[O:38][C:37]2[CH2:36][C:35]([CH3:49])([CH3:48])[CH2:34][C:33](=[O:50])[C:32]1=2.[BH4-].[Na+].Cl. The catalyst is C1COCC1.O.CN(C=O)C. The product is [OH:28][CH2:27][C:23]1[N:22]=[C:21]([C:18]2[C:17]([CH3:30])=[C:16]([CH:31]3[C:44]4[C:43](=[O:45])[CH2:42][C:41]([CH3:46])([CH3:47])[CH2:40][C:39]=4[O:38][C:37]4[CH2:36][C:35]([CH3:49])([CH3:48])[CH2:34][C:33](=[O:50])[C:32]3=4)[C:15]([O:14][CH3:13])=[CH:20][CH:19]=2)[CH:26]=[CH:25][N:24]=1. The yield is 0.560. (4) The reactants are Cl[C:2]1[C:3](=[O:14])[C:4]2[C:9]([C:10](=[O:13])[C:11]=1Cl)=[CH:8][CH:7]=[CH:6][CH:5]=2.[CH:15]([O:18][C:19]1[C:28]2[C:23](=[CH:24][CH:25]=[CH:26][CH:27]=2)[C:22]([OH:29])=[CH:21][CH:20]=1)([CH3:17])[CH3:16]. The catalyst is N1C=CC=CC=1. The product is [CH:15]([O:18][C:19]1[C:28]2[CH:27]=[CH:26][CH:25]=[CH:24][C:23]=2[C:22]2[O:29][C:2]3[C:3](=[O:14])[C:4]4[CH:5]=[CH:6][CH:7]=[CH:8][C:9]=4[C:10](=[O:13])[C:11]=3[C:21]=2[CH:20]=1)([CH3:17])[CH3:16]. The yield is 0.660. (5) The yield is 0.920. The catalyst is CN(C=O)C. The reactants are [F:1][C:2]1[CH:7]=[C:6](F)[C:5]([F:9])=[CH:4][C:3]=1[N+:10]([O-:12])=[O:11].[CH2:13]([OH:20])[C:14]1[CH:19]=[CH:18][CH:17]=[CH:16][CH:15]=1.C(=O)([O-])[O-].[K+].[K+].O. The product is [F:9][C:5]1[CH:4]=[C:3]([N+:10]([O-:12])=[O:11])[C:2]([F:1])=[CH:7][C:6]=1[O:20][CH2:13][C:14]1[CH:19]=[CH:18][CH:17]=[CH:16][CH:15]=1. (6) The reactants are [Cl:1][C:2]1[CH:3]=[C:4]([CH:8]=[CH:9][CH:10]=1)[C:5]([OH:7])=[O:6].[OH-].[Na+].ClC(OC(CC)C)=O.[CH3:21][C:22]([O:25][OH:26])([CH3:24])[CH3:23]. The catalyst is C(OCC)C.O. The product is [Cl:1][C:2]1[CH:3]=[C:4]([CH:8]=[CH:9][CH:10]=1)[C:5]([O:7][O:26][O:25][C:22]([CH3:24])([CH3:23])[CH3:21])=[O:6]. The yield is 0.800. (7) The reactants are Br[C:2]1[CH:7]=[CH:6][N:5]=[C:4]([CH3:8])[CH:3]=1.C([O-])(=O)C.[K+].[B:14]1([B:14]2[O:18][C:17]([CH3:20])([CH3:19])[C:16]([CH3:22])([CH3:21])[O:15]2)[O:18][C:17]([CH3:20])([CH3:19])[C:16]([CH3:22])([CH3:21])[O:15]1. The catalyst is O1CCOCC1.ClCCl.C1C=CC(P(C2C=CC=CC=2)[C-]2C=CC=C2)=CC=1.C1C=CC(P(C2C=CC=CC=2)[C-]2C=CC=C2)=CC=1.Cl[Pd]Cl.[Fe+2]. The product is [CH3:8][C:4]1[CH:3]=[C:2]([B:14]2[O:18][C:17]([CH3:20])([CH3:19])[C:16]([CH3:22])([CH3:21])[O:15]2)[CH:7]=[CH:6][N:5]=1. The yield is 0.600.